From a dataset of Peptide-MHC class I binding affinity with 185,985 pairs from IEDB/IMGT. Regression. Given a peptide amino acid sequence and an MHC pseudo amino acid sequence, predict their binding affinity value. This is MHC class I binding data. (1) The peptide sequence is FPIPTEVVA. The MHC is HLA-A02:01 with pseudo-sequence HLA-A02:01. The binding affinity (normalized) is 0.0847. (2) The binding affinity (normalized) is 0.294. The MHC is HLA-A02:01 with pseudo-sequence HLA-A02:01. The peptide sequence is LIVLFEVFVV.